From a dataset of Reaction yield outcomes from USPTO patents with 853,638 reactions. Predict the reaction yield, written as a fraction of the theoretical maximum amount of product (1.0 means a 100% yield; for example, 0.34 means a 34% yield). (1) The product is [Br:41][C:13]1[C:7]2[N:6]3[C:2]([CH3:1])=[N:3][C:4]([C:24]4[CH:25]=[CH:26][C:27]([C:30]([OH:33])([CH3:31])[CH3:32])=[CH:28][CH:29]=4)=[C:5]3[CH:10]=[N:9][C:8]=2[N:11]([Si:14]([CH:21]([CH3:23])[CH3:22])([CH:18]([CH3:20])[CH3:19])[CH:15]([CH3:16])[CH3:17])[CH:12]=1. The yield is 0.290. The catalyst is C(Cl)Cl. The reactants are [CH3:1][C:2]1[N:6]2[C:7]3[CH:13]=[CH:12][N:11]([Si:14]([CH:21]([CH3:23])[CH3:22])([CH:18]([CH3:20])[CH3:19])[CH:15]([CH3:17])[CH3:16])[C:8]=3[N:9]=[CH:10][C:5]2=[C:4]([C:24]2[CH:29]=[CH:28][C:27]([C:30]([OH:33])([CH3:32])[CH3:31])=[CH:26][CH:25]=2)[N:3]=1.C1C(=O)N([Br:41])C(=O)C1. (2) The reactants are C(O[C:4]([C:6]1[N:7]=[N:8][CH:9]=[CH:10][C:11]=1[C:12]([O:14]CC)=O)=[O:5])C.[F:17][C:18]1[CH:23]=[CH:22][C:21]([CH2:24][CH2:25][N:26]2[C:30](=[O:31])[CH2:29][CH2:28][C:27]2=[O:32])=[CH:20][CH:19]=1.[H-].[Na+]. The catalyst is C1COCC1.CO. The product is [F:17][C:18]1[CH:19]=[CH:20][C:21]([CH2:24][CH2:25][N:26]2[C:30](=[O:31])[C:29]3=[C:12]([OH:14])[C:11]4[C:6]([C:4]([OH:5])=[C:28]3[C:27]2=[O:32])=[N:7][N:8]=[CH:9][CH:10]=4)=[CH:22][CH:23]=1. The yield is 0.150. (3) The reactants are [Br:1][C:2]1[CH:9]=[CH:8][C:7]([Cl:10])=[CH:6][C:3]=1[C:4]#[N:5].[CH3:11][CH2:12][Mg+].[Br-].B(F)(F)F.CCOCC. The catalyst is C1COCC1. The product is [Br:1][C:2]1[CH:9]=[CH:8][C:7]([Cl:10])=[CH:6][C:3]=1[C:4]1([NH2:5])[CH2:12][CH2:11]1. The yield is 0.176. (4) The reactants are CC(OC(/N=N/C(OC(C)C)=O)=O)C.Cl[C:16]1[C:25]2[C:20](=[CH:21][C:22]([CH2:26][OH:27])=[CH:23][CH:24]=2)[N:19]=[C:18]([CH3:28])[CH:17]=1.C1(P(C2C=CC=CC=2)C2C=CC=CC=2)C=CC=CC=1.[F:48][C:49]1[CH:54]=[CH:53][C:52](O)=[CH:51][CH:50]=1.[NH:56]1[CH2:60][CH2:59][CH2:58][CH2:57]1. The catalyst is ClCCl. The product is [F:48][C:49]1[CH:54]=[CH:53][C:52]([O:27][CH2:26][C:22]2[CH:21]=[C:20]3[C:25]([C:16]([N:56]4[CH2:60][CH2:59][CH2:58][CH2:57]4)=[CH:17][C:18]([CH3:28])=[N:19]3)=[CH:24][CH:23]=2)=[CH:51][CH:50]=1. The yield is 0.410. (5) The reactants are [C:1]1([C:7]2[C:11]([C:12]3[C:17](=[O:18])[CH:16]=[CH:15][N:14]([C:19]4[CH:24]=[CH:23][CH:22]=[C:21]([C:25]([F:28])([F:27])[F:26])[CH:20]=4)[N:13]=3)=[CH:10][N:9](C(C3C=CC=CC=3)(C3C=CC=CC=3)C3C=CC=CC=3)[N:8]=2)[CH:6]=[CH:5][CH:4]=[CH:3][CH:2]=1.C(O)(C(F)(F)F)=O.[OH-].[Na+]. The catalyst is C(Cl)Cl. The product is [C:1]1([C:7]2[C:11]([C:12]3[C:17](=[O:18])[CH:16]=[CH:15][N:14]([C:19]4[CH:24]=[CH:23][CH:22]=[C:21]([C:25]([F:26])([F:27])[F:28])[CH:20]=4)[N:13]=3)=[CH:10][NH:9][N:8]=2)[CH:6]=[CH:5][CH:4]=[CH:3][CH:2]=1. The yield is 0.820. (6) The reactants are [CH:1]([NH:4][C:5]1[C:6]([NH2:11])=[CH:7][CH:8]=[CH:9][CH:10]=1)([CH3:3])[CH3:2].[Cl:12][CH2:13][C:14](O)=O. No catalyst specified. The product is [Cl:12][CH2:13][C:14]1[N:4]([CH:1]([CH3:3])[CH3:2])[C:5]2[CH:10]=[CH:9][CH:8]=[CH:7][C:6]=2[N:11]=1. The yield is 0.380.